Dataset: Experimentally validated miRNA-target interactions with 360,000+ pairs, plus equal number of negative samples. Task: Binary Classification. Given a miRNA mature sequence and a target amino acid sequence, predict their likelihood of interaction. (1) The miRNA is hsa-miR-4789-5p with sequence GUAUACACCUGAUAUGUGUAUG. The protein sequence of the target gene is MAAAAASGAGGAAGAGTGGAGPAGRLLPPPAPGSPAAPAAVSPAAGQPRPPAPASRGPMPARIGYYEIDRTIGKGNFAVVKRATHLVTKAKVAIKIIDKTQLDEENLKKIFREVQIMKMLCHPHIIRLYQVMETERMIYLVTEYASGGEIFDHLVAHGRMAEKEARRKFKQIVTAVYFCHCRNIVHRDLKAENLLLDANLNIKIADFGFSNLFTPGQLLKTWCGSPPYAAPELFEGKEYDGPKVDIWSLGVVLYVLVCGALPFDGSTLQNLRARVLSGKFRIPFFMSTECEHLIRHMLVL.... Result: 1 (interaction). (2) The miRNA is hsa-miR-4304 with sequence CCGGCAUGUCCAGGGCA. The protein sequence of the target gene is MASSNPPPQPAIGAPLAPSAPGPSPEVEEDSGEAFEFDDSDEEEDTSSGLVVPGLAPERDTEPSLICFDTVPGSDLDPAAAPPQTEAPTVVSNGDAVGAAISGVRRSSWKRKSSRRIDRFTFPALEEDVIYDDVPCESPDAHQPGAERGLVYEDVHRAGAPRETEDLGWSSSEFESYSEDSGEETKPEAEPTKHRGSFQPKLSPDLTRLKERYVRTKRDILALRVGGRDMQELKLKCDCKMTQLMKAAKSGTRDGLEKTRMAVMRKVSFLHRKDVLGDSEEEDMGLLEVGVTDIKPPAPE.... Result: 0 (no interaction). (3) The miRNA is hsa-miR-6774-5p with sequence ACUUGGGCAGGAGGGACCCUGUAUG. The protein sequence of the target gene is MKVSVAALSCLMLVAVLGSQAQFINDAETELMMSKLPLENPVVLNSFHFAADCCTSYISQSIPCSLMKSYFETSSECSKPGVIFLTKKGRQVCAKPSGPGVQDCMKKLKPYSI. Result: 0 (no interaction). (4) Result: 0 (no interaction). The protein sequence of the target gene is MAESEAETPGTPGEFESKYFEFHGVRLPPFCRGKMEDIADFPVRPSDVWIVTYPKSGTSLLQEVVYLVSQGADPDEIGLMNIDEQLPVLEYPQPGLDIIKELTSPRLIKSHLPYRFLPSDLHNGDSKVIYMARNPKDLVVSYYQFHRSLRTMSYRGTFQEFCRRFMNDKLGYGSWFEHVQEFWEHRMDANVLFLKYEDMHRDLVTMVEQLARFLGVSCDKAQLESLIEHCHQLVDQCCNAEALPVGRGRVGLWKDIFTVSMNEKFDLVYKQKMGKCDLTFDFYL. The miRNA is mmu-miR-690 with sequence AAAGGCUAGGCUCACAACCAAA. (5) The miRNA is hsa-miR-1-5p with sequence ACAUACUUCUUUAUAUGCCCAU. The protein sequence of the target gene is MDVTRLLLATLLVFLCFFTANSHLPPEEKLRDDRSLRSNSSVNLLDVPSVSIVALNKKSKQIGRKAAEKKRSSKKEASMKKVVRPRTPLSAPCVATRNSCKPPAPACCDPCASCQCRFFRSACSCRVLSLNC. Result: 0 (no interaction). (6) The miRNA is mmu-miR-3101-5p with sequence GGUACCAUUGACUAAAGCUAG. The protein sequence of the target gene is MILNSLSLCYHNKLILAPMVRVGTLPMRLLALDYGADIVYCEELIDLKMIQCKRVVNEVLSTVDFVAPDDRVVFRTCEREQNRVVFQMGTSDAERALAVARLVENDVAGIDVNMGCPKQYSTKGGMGAALLSDPDKIEKILSTLVKGTRRPVTCKIRILPSLEDTLSLVKRIERTGIAAIAVHGRKREERPQHPVSCEVIKAIADTLSIPVIANGGSHDHIQQYSDIEDFRQATAASSVMVARAAMWNPSIFLKEGLRPLEEVMQKYIRYAVQYDNHYTNTKYCLCQMLREQLESPQGRL.... Result: 0 (no interaction). (7) The miRNA is mmu-miR-217-5p with sequence UACUGCAUCAGGAACUGACUGGA. The protein sequence of the target gene is MLSRALLCLALAWAARVGADALEEEDNVLVLKKSNFEEALAAHKYLLVEFYAPWCGHCKALAPEYAKAAAKLKAEGSEIRLAKVDATEESDLAQQYGVRGYPTIKFFKNGDTASPKEYTAGREADDIVNWLKKRTGPAATTLSDTAAAESLVDSSEVTVIGFFKDVESDSAKQFLLAAEAIDDIPFGITSNSGVFSKYQLDKDGVVLFKKFDEGRNNFEGEITKEKLLDFIKHNQLPLVIEFTEQTAPKIFGGEIKTHILLFLPKSVSDYDGKLSSFKRAAEGFKGKILFIFIDSDHTDN.... Result: 0 (no interaction). (8) The miRNA is hsa-miR-139-3p with sequence UGGAGACGCGGCCCUGUUGGAGU. The protein sequence of the target gene is MAGGMKVAVSPAVGPGPWGSGVGGGGTVRLLLILSGCLVYGTAETDVNVVMLQESQVCEKRASQQFCYTNVLIPKWHDIWTRIQIRVNSSRLVRVTQVENEEKLKELEQFSIWNFFSSFLKEKLNDTYVNVGLYSTKTCLKVEIIEKDTKYSVIVIRRFDPKLFLVFLLGLMLFFCGDLLSRSQIFYYSTGMTVGIVASLLIIIFILSKFMPKKSPIYVILVGGWSFSLYLIQLVFKNLQEIWRCYWQYLLSYVLTVGFMSFAVCYKYGPLENERSINLLTWTLQLMGLCFMYSGIQIPH.... Result: 0 (no interaction). (9) The miRNA is hsa-miR-4757-5p with sequence AGGCCUCUGUGACGUCACGGUGU. The protein sequence of the target gene is MSAPAQPPAEGTEGTAPGGGPPGPPPNMTSNRRLQQTQAQVEEVVDIIRVNVDKVLERDQKLSELDDRADALQAGASQFESSAAKLKRKYWWKNCKMMIMLGAICAIIVVVIVIYFFT. Result: 1 (interaction).